Dataset: Catalyst prediction with 721,799 reactions and 888 catalyst types from USPTO. Task: Predict which catalyst facilitates the given reaction. (1) Reactant: [CH3:1][O:2][C:3]1[CH:4]=[C:5]2[C:10](=[CH:11][C:12]=1[O:13][CH3:14])[N:9]=[CH:8][CH:7]=[C:6]2[O:15][C:16]1[CH:22]=[CH:21][C:19]([NH2:20])=[C:18]([CH3:23])[C:17]=1[CH3:24].Cl[C:26](Cl)([O:28]C(=O)OC(Cl)(Cl)Cl)Cl.[OH:37][CH:38]([C:41]1[CH:46]=[CH:45][CH:44]=[CH:43][CH:42]=1)[C:39]#[N:40].C(=O)(O)[O-].[Na+]. Product: [CH3:1][O:2][C:3]1[CH:4]=[C:5]2[C:10](=[CH:11][C:12]=1[O:13][CH3:14])[N:9]=[CH:8][CH:7]=[C:6]2[O:15][C:16]1[CH:22]=[CH:21][C:19]([NH:20][C:26](=[O:28])[O:37][CH:38]([C:39]#[N:40])[C:41]2[CH:46]=[CH:45][CH:44]=[CH:43][CH:42]=2)=[C:18]([CH3:23])[C:17]=1[CH3:24]. The catalyst class is: 208. (2) Reactant: [F:1][C:2]1[CH:7]=[CH:6][C:5]([C@H:8]2[C@H:12]([OH:13])[CH2:11][N:10]([C:14]([O:16][C:17]([CH3:20])([CH3:19])[CH3:18])=[O:15])[CH2:9]2)=[CH:4][CH:3]=1.Br[CH2:22][C:23]([O:25][CH3:26])=[O:24].[H-].[Na+]. Product: [F:1][C:2]1[CH:3]=[CH:4][C:5]([C@H:8]2[C@H:12]([O:13][CH2:22][C:23]([O:25][CH3:26])=[O:24])[CH2:11][N:10]([C:14]([O:16][C:17]([CH3:20])([CH3:19])[CH3:18])=[O:15])[CH2:9]2)=[CH:6][CH:7]=1. The catalyst class is: 9. (3) Reactant: [O:1]1[C:5]2([CH2:10][CH2:9][NH:8][CH2:7][CH2:6]2)[O:4][CH2:3][CH2:2]1.[S:11](N)([NH2:14])(=[O:13])=[O:12]. Product: [O:1]1[C:5]2([CH2:10][CH2:9][N:8]([S:11]([NH2:14])(=[O:13])=[O:12])[CH2:7][CH2:6]2)[O:4][CH2:3][CH2:2]1. The catalyst class is: 12. (4) Reactant: [NH2:1][C:2]1[S:3][C:4]2[N:5]=[C:6]([N:11]([CH3:32])[C:12]3[CH:13]=[C:14]([NH:18][C:19](=[O:31])[C:20]4[CH:25]=[CH:24][CH:23]=[C:22]([C:26]([C:29]#[N:30])([CH3:28])[CH3:27])[CH:21]=4)[CH:15]=[CH:16][CH:17]=3)[N:7]=[CH:8][C:9]=2[N:10]=1.Cl[CH2:34][C:35](Cl)=[O:36].C(=O)([O-])O.[Na+].C(N(CC)CC)C.[CH3:50][N:51]1[CH2:56][CH2:55][NH:54][CH2:53][CH2:52]1. Product: [C:29]([C:26]([C:22]1[CH:21]=[C:20]([CH:25]=[CH:24][CH:23]=1)[C:19]([NH:18][C:14]1[CH:15]=[CH:16][CH:17]=[C:12]([N:11]([CH3:32])[C:6]2[N:7]=[CH:8][C:9]3[N:10]=[C:2]([NH:1][C:35](=[O:36])[CH2:34][N:54]4[CH2:55][CH2:56][N:51]([CH3:50])[CH2:52][CH2:53]4)[S:3][C:4]=3[N:5]=2)[CH:13]=1)=[O:31])([CH3:27])[CH3:28])#[N:30]. The catalyst class is: 80. (5) Reactant: [F:1][C:2]1[CH:3]=[C:4]([CH:6]=[CH:7][C:8]=1[O:9][C:10]1[CH:15]=[CH:14][N:13]=[C:12]2[CH:16]=[C:17]([C:19]3[N:20]=[CH:21][N:22]([CH2:24][O:25][CH3:26])[CH:23]=3)[S:18][C:11]=12)[NH2:5].[CH3:27][O:28][C:29]1[CH:34]=[CH:33][CH:32]=[CH:31][C:30]=1[NH:35][C:36](=[O:41])[CH2:37][C:38](O)=[O:39].C1C=CC2N(O)N=NC=2C=1.C(Cl)CCl. Product: [F:1][C:2]1[CH:3]=[C:4]([NH:5][C:38](=[O:39])[CH2:37][C:36]([NH:35][C:30]2[CH:31]=[CH:32][CH:33]=[CH:34][C:29]=2[O:28][CH3:27])=[O:41])[CH:6]=[CH:7][C:8]=1[O:9][C:10]1[CH:15]=[CH:14][N:13]=[C:12]2[CH:16]=[C:17]([C:19]3[N:20]=[CH:21][N:22]([CH2:24][O:25][CH3:26])[CH:23]=3)[S:18][C:11]=12. The catalyst class is: 3. (6) Reactant: [CH2:1]([C:9]1[CH:21]=[CH:20][C:12]([C:13]([O:15]C(C)(C)C)=[O:14])=[C:11]([NH:22][C:23]2[CH:28]=[CH:27][C:26]([O:29][C:30]([F:33])([F:32])[F:31])=[CH:25][CH:24]=2)[CH:10]=1)[CH2:2][C:3]1[CH:8]=[CH:7][CH:6]=[CH:5][CH:4]=1. Product: [CH2:1]([C:9]1[CH:21]=[CH:20][C:12]([C:13]([OH:15])=[O:14])=[C:11]([NH:22][C:23]2[CH:28]=[CH:27][C:26]([O:29][C:30]([F:31])([F:32])[F:33])=[CH:25][CH:24]=2)[CH:10]=1)[CH2:2][C:3]1[CH:4]=[CH:5][CH:6]=[CH:7][CH:8]=1. The catalyst class is: 55. (7) Reactant: C(O)CO.[Br:5][C:6]1[N:10]([CH2:11][O:12][CH2:13][CH2:14][Si:15]([CH3:18])([CH3:17])[CH3:16])[C:9]([CH:19]=O)=[C:8]([C:21]([O:23]CC)=O)[CH:7]=1.O.[NH2:27][NH2:28]. Product: [Br:5][C:6]1[N:10]([CH2:11][O:12][CH2:13][CH2:14][Si:15]([CH3:18])([CH3:17])[CH3:16])[C:9]2[CH:19]=[N:27][NH:28][C:21](=[O:23])[C:8]=2[CH:7]=1. The catalyst class is: 6.